From a dataset of Full USPTO retrosynthesis dataset with 1.9M reactions from patents (1976-2016). Predict the reactants needed to synthesize the given product. (1) Given the product [C:1]([O:5][C:6]([N:8]([CH2:34][C:35]1[CH:44]=[CH:43][C:38]2[O:39][CH2:40][CH2:41][O:42][C:37]=2[CH:36]=1)[CH:9]1[CH2:10][CH2:11][N:12]([CH2:15][CH2:16][N:17]2[C:26]3[CH:25]=[C:24]([O:27][CH3:28])[CH:23]=[C:22]([C:29]([OH:31])=[O:30])[C:21]=3[CH:20]=[CH:19][C:18]2=[O:33])[CH2:13][CH2:14]1)=[O:7])([CH3:4])([CH3:2])[CH3:3], predict the reactants needed to synthesize it. The reactants are: [C:1]([O:5][C:6]([N:8]([CH2:34][C:35]1[CH:44]=[CH:43][C:38]2[O:39][CH2:40][CH2:41][O:42][C:37]=2[CH:36]=1)[CH:9]1[CH2:14][CH2:13][N:12]([CH2:15][CH2:16][N:17]2[C:26]3[CH:25]=[C:24]([O:27][CH3:28])[CH:23]=[C:22]([C:29]([O:31]C)=[O:30])[C:21]=3[CH:20]=[CH:19][C:18]2=[O:33])[CH2:11][CH2:10]1)=[O:7])([CH3:4])([CH3:3])[CH3:2].[OH-].[Na+].Cl. (2) Given the product [N:16]1([C:2]2[N:7]=[C:6]([C:8]#[N:9])[CH:5]=[CH:4][N:3]=2)[CH2:21][CH2:20][NH:19][CH2:18][CH2:17]1, predict the reactants needed to synthesize it. The reactants are: Cl[C:2]1[N:7]=[C:6]([C:8]#[N:9])[CH:5]=[CH:4][N:3]=1.C(=O)([O-])[O-].[K+].[K+].[NH:16]1[CH2:21][CH2:20][NH:19][CH2:18][CH2:17]1. (3) Given the product [Cl:3][CH2:20][C:16]1[CH:15]=[C:14]([CH:19]=[CH:18][CH:17]=1)[CH2:13][C:9]1[C:8]([NH:22][CH2:23][CH2:24][CH2:25][CH2:26][CH3:27])=[N:7][C:6]([NH2:5])=[N:11][C:10]=1[CH3:12], predict the reactants needed to synthesize it. The reactants are: O=S(Cl)[Cl:3].[NH2:5][C:6]1[N:11]=[C:10]([CH3:12])[C:9]([CH2:13][C:14]2[CH:15]=[C:16]([CH2:20]O)[CH:17]=[CH:18][CH:19]=2)=[C:8]([NH:22][CH2:23][CH2:24][CH2:25][CH2:26][CH3:27])[N:7]=1. (4) Given the product [NH2:11][C:9]1[N:8]=[CH:7][N:6]=[C:5]2[N:4]([CH:12]3[CH2:17][CH2:16][N:15]([CH3:18])[CH2:14][CH2:13]3)[N:3]=[C:2]([C:25]3[CH:24]=[CH:23][C:22]([NH:36][C:37](=[O:43])[O:38][C:39]([CH3:40])([CH3:41])[CH3:42])=[C:21]([O:20][CH3:19])[CH:26]=3)[C:10]=12, predict the reactants needed to synthesize it. The reactants are: I[C:2]1[C:10]2[C:5](=[N:6][CH:7]=[N:8][C:9]=2[NH2:11])[N:4]([CH:12]2[CH2:17][CH2:16][N:15]([CH3:18])[CH2:14][CH2:13]2)[N:3]=1.[CH3:19][O:20][C:21]1[CH:26]=[C:25](B2OC(C)(C)C(C)(C)O2)[CH:24]=[CH:23][C:22]=1[NH:36][C:37](=[O:43])[O:38][C:39]([CH3:42])([CH3:41])[CH3:40].C(=O)([O-])[O-].[Na+].[Na+]. (5) Given the product [Cl:27][C:20]1[C:21]([C:23]([O:25][CH3:26])=[O:24])=[N:22][C:17]([C:12]2[CH:13]=[CH:14][C:15]([Cl:16])=[C:10]([C:7]([NH:22][CH2:21][CH2:20][CH:2]3[CH2:1][CH2:14][CH2:15][CH2:10][CH2:7]3)=[O:9])[CH:11]=2)=[CH:18][CH:19]=1, predict the reactants needed to synthesize it. The reactants are: [C:1](Cl)(=O)[C:2](Cl)=O.[C:7]([C:10]1[CH:11]=[C:12]([C:17]2[N:22]=[C:21]([C:23]([O:25][CH3:26])=[O:24])[C:20]([Cl:27])=[CH:19][CH:18]=2)[CH:13]=[CH:14][C:15]=1[Cl:16])([OH:9])=O. (6) Given the product [Br:22][C:23]1[CH:24]=[C:25]([CH:29]=[CH:30][CH:31]=1)[C:26]([NH:9][CH2:8][CH2:7][C:6]#[N:5])=[O:28], predict the reactants needed to synthesize it. The reactants are: CCN=C=[N:5][CH2:6][CH2:7][CH2:8][N:9](C)C.C1C=CC2N(O)N=NC=2C=1.[Br:22][C:23]1[CH:24]=[C:25]([CH:29]=[CH:30][CH:31]=1)[C:26]([OH:28])=O.NCCC#N.C(=O)(O)[O-].[Na+].